Predict which catalyst facilitates the given reaction. From a dataset of Catalyst prediction with 721,799 reactions and 888 catalyst types from USPTO. (1) Reactant: [NH2:1][C:2]1[C:3]([C:25](OCC)=[O:26])=[N:4][C:5]([NH:17][C@H:18]2[CH2:23][CH2:22][C@H:21]([OH:24])[CH2:20][CH2:19]2)=[N:6][C:7]=1[NH:8][C:9]1[CH:14]=[CH:13][CH:12]=[CH:11][C:10]=1[O:15][CH3:16].O[C@H]1CC[C@H]([NH:37]C2N=C(C(OCC)=O)C([N+]([O-])=O)=C(NC3C=CC=CC=3OC)N=2)CC1.[CH2:61]([OH:63])C. Product: [OH:24][C@H:21]1[CH2:22][CH2:23][C@H:18]([NH:17][C:5]2[N:6]=[C:7]3[C:2]([NH:1][C:61](=[O:63])[N:8]3[C:9]3[CH:14]=[CH:13][CH:12]=[CH:11][C:10]=3[O:15][CH3:16])=[C:3]([C:25]([NH2:37])=[O:26])[N:4]=2)[CH2:19][CH2:20]1. The catalyst class is: 45. (2) Reactant: [CH3:1][C:2]1[CH:13]=[C:5]2[N:6]=[CH:7][C:8]([C:10](N)=[O:11])=[CH:9][N:4]2[N:3]=1.[OH-:14].[Na+].O. The catalyst class is: 8. Product: [CH3:1][C:2]1[CH:13]=[C:5]2[N:6]=[CH:7][C:8]([C:10]([OH:14])=[O:11])=[CH:9][N:4]2[N:3]=1. (3) Reactant: C[C:2]1(C)[O:9][C:7](=[O:8])[CH2:6][C:4](=[O:5])O1.N1C=[CH:15][CH:14]=[CH:13][CH:12]=1.C(Cl)(=O)CCC=C. The catalyst class is: 4. Product: [O:5]=[C:4]([CH2:15][CH2:14][CH:13]=[CH2:12])[CH2:6][C:7]([O:9][CH3:2])=[O:8]. (4) Reactant: [F-].[Cs+].[F:3][C:4]([F:41])([F:40])[C:5]1[CH:6]=[C:7]([CH:33]=[C:34]([C:36]([F:39])([F:38])[F:37])[CH:35]=1)[CH2:8][N:9]([C@H:16]1[CH2:22][CH2:21][CH2:20][NH:19][C:18]2[C:23](Br)=[C:24]([C:28]([F:31])([F:30])[F:29])[C:25]([CH3:27])=[CH:26][C:17]1=2)[C:10]1[N:11]=[N:12][N:13]([CH3:15])[N:14]=1.[CH3:42]B(O)O.ClCCl. Product: [F:3][C:4]([F:41])([F:40])[C:5]1[CH:6]=[C:7]([CH:33]=[C:34]([C:36]([F:39])([F:38])[F:37])[CH:35]=1)[CH2:8][N:9]([C@H:16]1[CH2:22][CH2:21][CH2:20][NH:19][C:18]2[C:23]([CH3:42])=[C:24]([C:28]([F:31])([F:30])[F:29])[C:25]([CH3:27])=[CH:26][C:17]1=2)[C:10]1[N:11]=[N:12][N:13]([CH3:15])[N:14]=1. The catalyst class is: 12. (5) Reactant: [Cl:1][C:2]1[CH:3]=[CH:4][CH:5]=[C:6]([OH:15])[C:7]=1[C:8]1[CH:13]=[CH:12][CH:11]=[CH:10][C:9]=1[CH3:14].C(=O)([O-])[O-].[K+].[K+].[CH2:22](Br)[CH:23]=[CH2:24]. Product: [CH2:24]([O:15][C:6]1[CH:5]=[CH:4][CH:3]=[C:2]([Cl:1])[C:7]=1[C:8]1[CH:13]=[CH:12][CH:11]=[CH:10][C:9]=1[CH3:14])[CH:23]=[CH2:22]. The catalyst class is: 3. (6) Reactant: [CH3:1][C:2]1([CH3:20])[C:11]2[C:6](=[CH:7][CH:8]=[C:9]([CH3:12])[CH:10]=2)[NH:5][CH:4]([C:13]2[CH:19]=[CH:18][CH:17]=[CH:16][C:14]=2[NH2:15])[CH2:3]1.N1C=CC=CC=1.[C:27]1([S:33](Cl)(=[O:35])=[O:34])[CH:32]=[CH:31][CH:30]=[CH:29][CH:28]=1. Product: [CH3:1][C:2]1([CH3:20])[C:11]2[C:6](=[CH:7][CH:8]=[C:9]([CH3:12])[CH:10]=2)[NH:5][CH:4]([C:13]2[CH:19]=[CH:18][CH:17]=[CH:16][C:14]=2[NH:15][S:33]([C:27]2[CH:32]=[CH:31][CH:30]=[CH:29][CH:28]=2)(=[O:35])=[O:34])[CH2:3]1. The catalyst class is: 46. (7) Product: [NH2:1][C:4]1[CH:5]=[C:6]([C:15]2[CH:16]=[CH:17][C:18]([C:21]([F:24])([F:22])[F:23])=[CH:19][CH:20]=2)[CH:7]=[CH:8][C:9]=1[NH:10][S:11]([NH2:14])(=[O:13])=[O:12]. Reactant: [N+:1]([C:4]1[CH:5]=[C:6]([C:15]2[CH:20]=[CH:19][C:18]([C:21]([F:24])([F:23])[F:22])=[CH:17][CH:16]=2)[CH:7]=[CH:8][C:9]=1[NH:10][S:11]([NH2:14])(=[O:13])=[O:12])([O-])=O. The catalyst class is: 865.